This data is from NCI-60 drug combinations with 297,098 pairs across 59 cell lines. The task is: Regression. Given two drug SMILES strings and cell line genomic features, predict the synergy score measuring deviation from expected non-interaction effect. (1) Drug 1: C1=CC(=CC=C1CCC2=CNC3=C2C(=O)NC(=N3)N)C(=O)NC(CCC(=O)O)C(=O)O. Drug 2: C1=CN(C(=O)N=C1N)C2C(C(C(O2)CO)O)O.Cl. Cell line: SF-268. Synergy scores: CSS=23.2, Synergy_ZIP=-2.78, Synergy_Bliss=-1.71, Synergy_Loewe=0.610, Synergy_HSA=2.59. (2) Drug 1: CNC(=O)C1=CC=CC=C1SC2=CC3=C(C=C2)C(=NN3)C=CC4=CC=CC=N4. Drug 2: C(CCl)NC(=O)N(CCCl)N=O. Cell line: NCI-H226. Synergy scores: CSS=-1.44, Synergy_ZIP=-1.40, Synergy_Bliss=-2.93, Synergy_Loewe=-8.59, Synergy_HSA=-5.35. (3) Drug 1: CC12CCC(CC1=CCC3C2CCC4(C3CC=C4C5=CN=CC=C5)C)O. Drug 2: CC1=C2C(C(=O)C3(C(CC4C(C3C(C(C2(C)C)(CC1OC(=O)C(C(C5=CC=CC=C5)NC(=O)OC(C)(C)C)O)O)OC(=O)C6=CC=CC=C6)(CO4)OC(=O)C)OC)C)OC. Cell line: HCT116. Synergy scores: CSS=73.4, Synergy_ZIP=17.8, Synergy_Bliss=17.3, Synergy_Loewe=0.815, Synergy_HSA=18.8. (4) Drug 1: CCC1=C2CN3C(=CC4=C(C3=O)COC(=O)C4(CC)O)C2=NC5=C1C=C(C=C5)O. Drug 2: C1=NC(=NC(=O)N1C2C(C(C(O2)CO)O)O)N. Cell line: HL-60(TB). Synergy scores: CSS=98.6, Synergy_ZIP=-2.75, Synergy_Bliss=-5.87, Synergy_Loewe=-22.6, Synergy_HSA=-3.23. (5) Drug 1: COC1=C2C(=CC3=C1OC=C3)C=CC(=O)O2. Drug 2: C1C(C(OC1N2C=NC3=C2NC=NCC3O)CO)O. Cell line: BT-549. Synergy scores: CSS=-7.16, Synergy_ZIP=9.10, Synergy_Bliss=11.3, Synergy_Loewe=-4.88, Synergy_HSA=-0.622. (6) Drug 1: C1=CN(C(=O)N=C1N)C2C(C(C(O2)CO)O)O.Cl. Cell line: HT29. Synergy scores: CSS=31.3, Synergy_ZIP=-1.53, Synergy_Bliss=9.51, Synergy_Loewe=-4.60, Synergy_HSA=4.27. Drug 2: C1=NC(=NC(=O)N1C2C(C(C(O2)CO)O)O)N.